Predict the product of the given reaction. From a dataset of Forward reaction prediction with 1.9M reactions from USPTO patents (1976-2016). The product is: [CH2:11]([O:13][C:14]([C:15]1[CH:16]=[C:17]([C:6]2[CH:7]=[CH:8][C:3]([O:2][CH3:1])=[CH:4][CH:5]=2)[CH:18]=[CH:19][CH:20]=1)=[O:22])[CH3:12]. Given the reactants [CH3:1][O:2][C:3]1[CH:8]=[CH:7][C:6]([Mg]Br)=[CH:5][CH:4]=1.[CH2:11]([O:13][C:14](=[O:22])[C:15]1[CH:20]=[CH:19][CH:18]=[C:17](Br)[CH:16]=1)[CH3:12], predict the reaction product.